This data is from CYP2D6 inhibition data for predicting drug metabolism from PubChem BioAssay. The task is: Regression/Classification. Given a drug SMILES string, predict its absorption, distribution, metabolism, or excretion properties. Task type varies by dataset: regression for continuous measurements (e.g., permeability, clearance, half-life) or binary classification for categorical outcomes (e.g., BBB penetration, CYP inhibition). Dataset: cyp2d6_veith. (1) The compound is NC1=NC(=O)/C(=C/c2cccs2)S1. The result is 0 (non-inhibitor). (2) The drug is COCOc1cc(OC)ccc1C(=O)/C=C\c1ccc2c(c1)OCO2. The result is 1 (inhibitor).